From a dataset of Reaction yield outcomes from USPTO patents with 853,638 reactions. Predict the reaction yield, written as a fraction of the theoretical maximum amount of product (1.0 means a 100% yield; for example, 0.34 means a 34% yield). (1) The reactants are [Br-].[CH2:2]([P+](C1C=CC=CC=1)(C1C=CC=CC=1)C1C=CC=CC=1)[C:3]1[CH:8]=[CH:7][CH:6]=[CH:5][CH:4]=1.[OH:28][C:29]1[CH:34]=[CH:33][C:32]([CH2:35][CH2:36][C:37](=O)[CH3:38])=[CH:31][CH:30]=1.CC(O)=O. The catalyst is C1COCC1. The product is [CH3:38][C:37](=[CH:2][C:3]1[CH:4]=[CH:5][CH:6]=[CH:7][CH:8]=1)[CH2:36][CH2:35][C:32]1[CH:31]=[CH:30][C:29]([OH:28])=[CH:34][CH:33]=1. The yield is 0.440. (2) The product is [CH3:1][O:2][C:3](=[O:11])[C:4]1[CH:9]=[CH:8][CH:7]=[C:6]([O:10][CH2:24][C:23]2[CH:26]=[CH:27][C:20]([O:19][CH3:18])=[CH:21][CH:22]=2)[CH:5]=1. The catalyst is CC(C)=O. The reactants are [CH3:1][O:2][C:3](=[O:11])[C:4]1[CH:9]=[CH:8][CH:7]=[C:6]([OH:10])[CH:5]=1.C(=O)([O-])[O-].[K+].[K+].[CH3:18][O:19][C:20]1[CH:27]=[CH:26][C:23]([CH2:24]Cl)=[CH:22][CH:21]=1. The yield is 0.990. (3) The reactants are [C:1]([C:5]1[CH:23]=[CH:22][C:8]([C:9]([NH:11][C:12]2[N:13]=[C:14]3[CH:19]=[CH:18][C:17](Cl)=[N:16][N:15]3[CH:21]=2)=[O:10])=[CH:7][CH:6]=1)([CH3:4])([CH3:3])[CH3:2].[CH2:24]([C:26]1[NH:27][CH:28]=[C:29]([CH3:31])[N:30]=1)[CH3:25].C(=O)([O-])[O-].[K+].[K+]. No catalyst specified. The product is [C:1]([C:5]1[CH:23]=[CH:22][C:8]([C:9]([NH:11][C:12]2[N:13]=[C:14]3[CH:19]=[CH:18][C:17]([N:27]4[CH:28]=[C:29]([CH3:31])[N:30]=[C:26]4[CH2:24][CH3:25])=[N:16][N:15]3[CH:21]=2)=[O:10])=[CH:7][CH:6]=1)([CH3:4])([CH3:3])[CH3:2]. The yield is 0.400. (4) The catalyst is O1CCOCC1.CC(O)C. The reactants are Cl[C:2]1[N:7]=[C:6]([C:8]2[C:9]([C:18]3[CH:19]=[C:20]([NH:24][C:25](=[O:32])[CH2:26][C:27]4[S:28][CH:29]=[CH:30][CH:31]=4)[CH:21]=[CH:22][CH:23]=3)=[N:10][N:11]3[CH:16]=[C:15]([CH3:17])[CH:14]=[CH:13][C:12]=23)[CH:5]=[CH:4][N:3]=1.[N:33]1([CH2:38][C:39]2[CH:40]=[C:41]([NH2:45])[CH:42]=[CH:43][CH:44]=2)[CH2:37][CH2:36][CH2:35][CH2:34]1.Cl. The product is [CH3:17][C:15]1[CH:14]=[CH:13][C:12]2[N:11]([N:10]=[C:9]([C:18]3[CH:19]=[C:20]([NH:24][C:25](=[O:32])[CH2:26][C:27]4[S:28][CH:29]=[CH:30][CH:31]=4)[CH:21]=[CH:22][CH:23]=3)[C:8]=2[C:6]2[CH:5]=[CH:4][N:3]=[C:2]([NH:45][C:41]3[CH:42]=[CH:43][CH:44]=[C:39]([CH2:38][N:33]4[CH2:34][CH2:35][CH2:36][CH2:37]4)[CH:40]=3)[N:7]=2)[CH:16]=1. The yield is 0.530. (5) The reactants are [Br:1][C:2]1[N:7]=[CH:6][C:5]([C:8](=[O:10])[CH3:9])=[CH:4][CH:3]=1.[Cl:11][C:12]1[CH:13]=[C:14]([C:19](=[O:24])[C:20]([F:23])([F:22])[F:21])[CH:15]=[C:16]([Cl:18])[CH:17]=1.C(N(CCCC)CCCC)CCC. The catalyst is C1(C)C=CC=CC=1. The product is [Br:1][C:2]1[N:7]=[CH:6][C:5]([C:8](=[O:10])[CH2:9][C:19]([C:14]2[CH:15]=[C:16]([Cl:18])[CH:17]=[C:12]([Cl:11])[CH:13]=2)([OH:24])[C:20]([F:23])([F:22])[F:21])=[CH:4][CH:3]=1. The yield is 0.384. (6) The reactants are [H-].[H-].[H-].[H-].[Li+].[Al+3].[NH2:7][C@@H:8]([CH:18]([CH3:20])[CH3:19])[C:9]([N:11]1[CH2:15][CH2:14][C:13]([F:17])([F:16])[CH2:12]1)=O.O.[OH-].[Na+]. The catalyst is C1COCC1. The product is [F:17][C:13]1([F:16])[CH2:14][CH2:15][N:11]([CH2:9][C@@H:8]([NH2:7])[CH:18]([CH3:19])[CH3:20])[CH2:12]1. The yield is 0.706. (7) The reactants are C([NH:20][C:21]1[CH:22]=[C:23]([CH2:27][CH2:28]OS(C2C=CC([N+]([O-])=O)=CC=2)(=O)=O)[CH:24]=[CH:25][CH:26]=1)(C1C=CC=CC=1)(C1C=CC=CC=1)C1C=CC=CC=1.[CH2:42]([NH:49][CH2:50][C@@H:51]([C:60]1[CH:69]=[CH:68][C:67]([O:70][CH2:71][C:72]2[CH:77]=[CH:76][CH:75]=[CH:74][CH:73]=2)=[C:66]2[C:61]=1[CH:62]=[CH:63][C:64](=[O:78])[NH:65]2)[O:52][Si:53]([C:56]([CH3:59])([CH3:58])[CH3:57])([CH3:55])[CH3:54])[C:43]1[CH:48]=[CH:47][CH:46]=[CH:45][CH:44]=1.C(=O)(O)[O-].[Na+].Cl. The catalyst is C(#N)C.CCOC(C)=O.O. The product is [NH2:20][C:21]1[CH:22]=[C:23]([CH2:27][CH2:28][N:49]([CH2:42][C:43]2[CH:48]=[CH:47][CH:46]=[CH:45][CH:44]=2)[CH2:50][C@@H:51]([C:60]2[CH:69]=[CH:68][C:67]([O:70][CH2:71][C:72]3[CH:73]=[CH:74][CH:75]=[CH:76][CH:77]=3)=[C:66]3[C:61]=2[CH:62]=[CH:63][C:64](=[O:78])[NH:65]3)[O:52][Si:53]([C:56]([CH3:59])([CH3:58])[CH3:57])([CH3:55])[CH3:54])[CH:24]=[CH:25][CH:26]=1. The yield is 0.680. (8) The product is [C:22]([O:25][C:26]1[CH:34]=[CH:33][CH:32]=[C:28]([C:29](=[O:30])[NH:2][C@H:3]([CH:19]([CH3:21])[CH3:20])[C:4]([N:6]2[CH2:11][CH2:10][CH:9]([C:12]3[CH:13]=[CH:14][C:15]([Cl:18])=[CH:16][CH:17]=3)[CH2:8][CH2:7]2)=[O:5])[CH:27]=1)(=[O:24])[CH3:23]. No catalyst specified. The yield is 0.500. The reactants are Cl.[NH2:2][C@H:3]([CH:19]([CH3:21])[CH3:20])[C:4]([N:6]1[CH2:11][CH2:10][CH:9]([C:12]2[CH:17]=[CH:16][C:15]([Cl:18])=[CH:14][CH:13]=2)[CH2:8][CH2:7]1)=[O:5].[C:22]([O:25][C:26]1[CH:27]=[C:28]([CH:32]=[CH:33][CH:34]=1)[C:29](O)=[O:30])(=[O:24])[CH3:23]. (9) The reactants are Cl[C:2]1[N:7]=[CH:6][C:5]([C:8](=[O:10])[CH3:9])=[CH:4][CH:3]=1.Cl.[F:12][C:13]([F:17])([F:16])[CH2:14][NH2:15].O. The catalyst is CN1CCCC1=O. The product is [F:12][C:13]([F:17])([F:16])[CH2:14][NH:15][C:2]1[N:7]=[CH:6][C:5]([C:8](=[O:10])[CH3:9])=[CH:4][CH:3]=1. The yield is 0.350.